From a dataset of Forward reaction prediction with 1.9M reactions from USPTO patents (1976-2016). Predict the product of the given reaction. (1) The product is: [C:1]([O:5][C:6]([N:8]1[CH2:12][CH2:11][CH:10]([N:13]([C:46](=[O:47])[CH3:45])[CH2:14][C:15]2[CH:20]=[C:19]([O:21][C:22]3[CH:23]=[C:24]4[C:28](=[CH:29][CH:30]=3)[N:27]([C:31](=[O:43])[NH:32][C:33]3[CH:38]=[CH:37][CH:36]=[C:35]([C:39]([F:42])([F:41])[F:40])[CH:34]=3)[CH:26]=[CH:25]4)[N:18]=[CH:17][N:16]=2)[CH2:9]1)=[O:7])([CH3:4])([CH3:2])[CH3:3]. Given the reactants [C:1]([O:5][C:6]([N:8]1[CH2:12][CH2:11][CH:10]([NH:13][CH2:14][C:15]2[CH:20]=[C:19]([O:21][C:22]3[CH:23]=[C:24]4[C:28](=[CH:29][CH:30]=3)[N:27]([C:31](=[O:43])[NH:32][C:33]3[CH:38]=[CH:37][CH:36]=[C:35]([C:39]([F:42])([F:41])[F:40])[CH:34]=3)[CH:26]=[CH:25]4)[N:18]=[CH:17][N:16]=2)[CH2:9]1)=[O:7])([CH3:4])([CH3:3])[CH3:2].C1C[O:47][CH2:46][CH2:45]1, predict the reaction product. (2) Given the reactants S(=O)(=O)(O)O.[Br:6][C:7]1[CH:8]=[C:9]([CH2:13][C:14]([OH:16])=[O:15])[CH:10]=[CH:11][CH:12]=1.[CH3:17]O, predict the reaction product. The product is: [CH3:17][O:15][C:14](=[O:16])[CH2:13][C:9]1[CH:10]=[CH:11][CH:12]=[C:7]([Br:6])[CH:8]=1. (3) Given the reactants [F:1][C@@H:2]1[CH2:6][C@H:5]([CH:7]([CH3:9])[CH3:8])[NH:4][C:3]1=O.[F:11][B-:12]([F:15])([F:14])[F:13].[CH3:16][O+](C)C.[F:20][C:21]1[C:26]([NH:27][NH2:28])=[C:25]([F:29])[C:24]([F:30])=[C:23]([F:31])[C:22]=1[F:32], predict the reaction product. The product is: [NH+:4]1[NH:27][N:28]=[CH:7][CH:5]=1.[F:11][B-:12]([F:15])([F:14])[F:13].[F:1][C@@H:2]1[C:3]2=[N:28][N+:27]([C:26]3[C:21]([F:20])=[C:22]([F:32])[C:23]([F:31])=[C:24]([F:30])[C:25]=3[F:29])=[CH:16][N:4]2[C@H:5]([CH:7]([CH3:9])[CH3:8])[CH2:6]1. (4) Given the reactants [F:1][C:2]([F:34])([F:33])[C:3]1[CH:4]=[C:5]([C@H:13]([O:15][C@@H:16]2[C@@H:21]([C:22]3[CH:27]=[CH:26][CH:25]=[CH:24][CH:23]=3)[C@H:20]([C@H:28]3CCN3C)[CH2:19][CH2:18][O:17]2)[CH3:14])[CH:6]=[C:7]([C:9]([F:12])([F:11])[F:10])[CH:8]=1.[N:35]1([C:40]([O-:42])=[O:41])[CH2:39][CH2:38][CH2:37][CH2:36]1, predict the reaction product. The product is: [F:11][C:9]([F:10])([F:12])[C:7]1[CH:6]=[C:5]([C@H:13]([O:15][C@@H:16]2[C@@H:21]([C:22]3[CH:23]=[CH:24][CH:25]=[CH:26][CH:27]=3)[C@H:20]([CH:28]3[O:41][C:40](=[O:42])[N:35]4[CH2:39][CH2:38][CH2:37][CH:36]34)[CH2:19][CH2:18][O:17]2)[CH3:14])[CH:4]=[C:3]([C:2]([F:34])([F:33])[F:1])[CH:8]=1. (5) Given the reactants [C:1]12([NH:11][C:12]3[N:17]=[C:16]([C:18]([F:21])([F:20])[F:19])[C:15]([C:22]([N:24]4[CH2:29][CH2:28][CH:27]([C:30](O)=[O:31])[CH2:26][CH2:25]4)=[O:23])=[CH:14][N:13]=3)[CH2:10][CH:5]3[CH2:6][CH:7]([CH2:9][CH:3]([CH2:4]3)[CH2:2]1)[CH2:8]2.F[P-](F)(F)(F)(F)F.[N:40]1(OC(N(C)C)=[N+](C)C)C2C=CC=CC=2N=N1.C(N(CC)C(C)C)(C)C.N, predict the reaction product. The product is: [C:1]12([NH:11][C:12]3[N:17]=[C:16]([C:18]([F:19])([F:21])[F:20])[C:15]([C:22]([N:24]4[CH2:25][CH2:26][CH:27]([C:30]([NH2:40])=[O:31])[CH2:28][CH2:29]4)=[O:23])=[CH:14][N:13]=3)[CH2:2][CH:3]3[CH2:4][CH:5]([CH2:6][CH:7]([CH2:9]3)[CH2:8]1)[CH2:10]2.